This data is from Forward reaction prediction with 1.9M reactions from USPTO patents (1976-2016). The task is: Predict the product of the given reaction. Given the reactants [CH3:1][C:2]1[CH:3]=[C:4]([CH:12]=[C:13]([CH3:15])[CH:14]=1)[O:5][CH2:6][C:7]([O:9]CC)=[O:8].[OH-].[Na+].Cl, predict the reaction product. The product is: [CH3:1][C:2]1[CH:3]=[C:4]([CH:12]=[C:13]([CH3:15])[CH:14]=1)[O:5][CH2:6][C:7]([OH:9])=[O:8].